This data is from Catalyst prediction with 721,799 reactions and 888 catalyst types from USPTO. The task is: Predict which catalyst facilitates the given reaction. Reactant: [Cl:1][C:2]1[C:3]([CH3:23])=[C:4]([C:13]2[CH:14]=[N:15][CH:16]=[C:17]([S:19]([CH3:22])(=[O:21])=[O:20])[CH:18]=2)[C:5]([O:11][CH3:12])=[C:6]([C:8](=O)[CH3:9])[CH:7]=1.C([O-])(=O)C.[NH4+].C([BH3-])#[N:30].[Na+].O1CCCC1. Product: [Cl:1][C:2]1[C:3]([CH3:23])=[C:4]([C:13]2[CH:14]=[N:15][CH:16]=[C:17]([S:19]([CH3:22])(=[O:21])=[O:20])[CH:18]=2)[C:5]([O:11][CH3:12])=[C:6]([CH:8]([NH2:30])[CH3:9])[CH:7]=1. The catalyst class is: 449.